This data is from Full USPTO retrosynthesis dataset with 1.9M reactions from patents (1976-2016). The task is: Predict the reactants needed to synthesize the given product. (1) Given the product [NH2:17][C:14]1[CH:15]=[CH:16][N:11]2[N:10]=[C:9]([C:4]3[CH:5]=[CH:6][CH:7]=[CH:8][C:3]=3[OH:2])[N:18]=[C:12]2[CH:13]=1, predict the reactants needed to synthesize it. The reactants are: C[O:2][C:3]1[CH:8]=[CH:7][CH:6]=[CH:5][C:4]=1[C:9]1[N:18]=[C:12]2[CH:13]=[C:14]([NH2:17])[CH:15]=[CH:16][N:11]2[N:10]=1.B(Br)(Br)Br. (2) The reactants are: [OH:1][C@:2]1([C:30]([F:36])([F:35])[C:31]([F:34])([F:33])[F:32])[C@:18]2([CH3:19])[C@H:5]([C@H:6]3[C:15]([C@@H:16]([C:20]4[CH:25]=[CH:24][C:23]([CH:26]([OH:28])[CH3:27])=[CH:22][CH:21]=4)[CH2:17]2)=[C:14]2[C:9](=[CH:10][C:11](=[O:29])[CH2:12][CH2:13]2)[CH2:8][CH2:7]3)[CH2:4][CH2:3]1.[C:37]([O:41][C:42]([NH:44][C@@H:45]([CH:49]([CH3:51])[CH3:50])[C:46](O)=[O:47])=[O:43])([CH3:40])([CH3:39])[CH3:38].Cl.CN(C)CCCN=C=NCC.O. Given the product [OH:1][C@:2]1([C:30]([F:35])([F:36])[C:31]([F:32])([F:33])[F:34])[C@:18]2([CH3:19])[C@H:5]([C@H:6]3[C:15]([C@@H:16]([C:20]4[CH:21]=[CH:22][C:23]([CH:26]([O:28][C:46](=[O:47])[C@@H:45]([NH:44][C:42]([O:41][C:37]([CH3:38])([CH3:40])[CH3:39])=[O:43])[CH:49]([CH3:51])[CH3:50])[CH3:27])=[CH:24][CH:25]=4)[CH2:17]2)=[C:14]2[C:9](=[CH:10][C:11](=[O:29])[CH2:12][CH2:13]2)[CH2:8][CH2:7]3)[CH2:4][CH2:3]1, predict the reactants needed to synthesize it.